Dataset: Catalyst prediction with 721,799 reactions and 888 catalyst types from USPTO. Task: Predict which catalyst facilitates the given reaction. (1) The catalyst class is: 4. Product: [CH3:1][N:2]1[CH2:7][CH2:6][N:5]([CH2:8][C:9]2[N:14]=[C:13]([NH2:15])[CH:12]=[CH:11][CH:10]=2)[CH2:4][CH2:3]1. Reactant: [CH3:1][N:2]1[CH2:7][CH2:6][N:5]([CH2:8][C:9]2[N:14]=[C:13]([NH:15]C(=O)OC(C)(C)C)[CH:12]=[CH:11][CH:10]=2)[CH2:4][CH2:3]1.FC(F)(F)C(O)=O. (2) Reactant: [Cl:1][C:2]1[CH:7]=[CH:6][CH:5]=[C:4]([I:8])[C:3]=1CC#N.[OH:12]S(O)(=O)=O.[O:17]1[CH2:22][CH2:21]OCC1. Product: [Cl:1][C:2]1[CH:7]=[CH:6][CH:5]=[C:4]([I:8])[C:3]=1[CH2:21][C:22]([OH:17])=[O:12]. The catalyst class is: 6. (3) Reactant: [Br:1][CH2:2][CH:3]([CH2:7][CH2:8][CH2:9][C:10]1[CH:15]=[CH:14][CH:13]=[CH:12][CH:11]=1)[C:4]([OH:6])=[O:5].[N+](=[CH2:18])=[N-]. Product: [Br:1][CH2:2][CH:3]([CH2:7][CH2:8][CH2:9][C:10]1[CH:11]=[CH:12][CH:13]=[CH:14][CH:15]=1)[C:4]([O:6][CH3:18])=[O:5]. The catalyst class is: 27. (4) Reactant: [OH-].[Na+].[CH3:3][O:4][C:5]([C:7]1[S:11][CH:10]=[N:9][C:8]=1[S:12]CCC(OC)=O)=[O:6]. Product: [CH3:3][O:4][C:5]([C:7]1[S:11][CH:10]=[N:9][C:8]=1[SH:12])=[O:6]. The catalyst class is: 5. (5) Reactant: [CH3:1][C:2]1[N:3]([C:8]2[N:13]=[C:12]([CH2:14][C:15]([N:17]3[C:25]4[C:20](=[CH:21][C:22]([NH2:26])=[CH:23][CH:24]=4)[CH2:19][CH2:18]3)=[O:16])[CH:11]=[CH:10][CH:9]=2)[C:4]([CH3:7])=[CH:5][CH:6]=1.[Br:27][C:28]1[CH:36]=[CH:35][CH:34]=[CH:33][C:29]=1[C:30](Cl)=[O:31].O. Product: [Br:27][C:28]1[CH:36]=[CH:35][CH:34]=[CH:33][C:29]=1[C:30]([NH:26][C:22]1[CH:21]=[C:20]2[C:25](=[CH:24][CH:23]=1)[N:17]([C:15](=[O:16])[CH2:14][C:12]1[CH:11]=[CH:10][CH:9]=[C:8]([N:3]3[C:4]([CH3:7])=[CH:5][CH:6]=[C:2]3[CH3:1])[N:13]=1)[CH2:18][CH2:19]2)=[O:31]. The catalyst class is: 4.